From a dataset of Peptide-MHC class I binding affinity with 185,985 pairs from IEDB/IMGT. Regression. Given a peptide amino acid sequence and an MHC pseudo amino acid sequence, predict their binding affinity value. This is MHC class I binding data. (1) The peptide sequence is TESESRLVNQI. The binding affinity (normalized) is 0.821. The MHC is Mamu-A11 with pseudo-sequence Mamu-A11. (2) The peptide sequence is YTAVVPLVY. The MHC is HLA-A02:03 with pseudo-sequence HLA-A02:03. The binding affinity (normalized) is 0.200. (3) The peptide sequence is YIENTNQGNI. The MHC is HLA-A02:03 with pseudo-sequence HLA-A02:03. The binding affinity (normalized) is 0.412. (4) The peptide sequence is SVSAKQLRTR. The MHC is HLA-A68:01 with pseudo-sequence HLA-A68:01. The binding affinity (normalized) is 0.538.